From a dataset of Full USPTO retrosynthesis dataset with 1.9M reactions from patents (1976-2016). Predict the reactants needed to synthesize the given product. Given the product [CH3:20][NH:21][C:22]([C:24]1[C:32]2[C:27](=[CH:28][C:29]([O:33][C:2]3[CH:7]=[CH:6][N:5]=[C:4]4[CH:8]=[C:9]([C:11]5[S:12][CH:13]=[C:14]([C:16]([OH:19])([CH3:18])[CH3:17])[N:15]=5)[S:10][C:3]=34)=[CH:30][CH:31]=2)[N:26]([CH3:34])[C:25]=1[CH3:35])=[O:23], predict the reactants needed to synthesize it. The reactants are: Cl[C:2]1[CH:7]=[CH:6][N:5]=[C:4]2[CH:8]=[C:9]([C:11]3[S:12][CH:13]=[C:14]([C:16]([OH:19])([CH3:18])[CH3:17])[N:15]=3)[S:10][C:3]=12.[CH3:20][NH:21][C:22]([C:24]1[C:32]2[C:27](=[CH:28][C:29]([OH:33])=[CH:30][CH:31]=2)[N:26]([CH3:34])[C:25]=1[CH3:35])=[O:23].C([O-])([O-])=O.[Cs+].[Cs+].